From a dataset of Forward reaction prediction with 1.9M reactions from USPTO patents (1976-2016). Predict the product of the given reaction. (1) Given the reactants [CH3:1][N:2]1[CH:6]=[C:5]([C:7]2[CH:8]=[CH:9][C:10]3[N:11]([CH:13]=[CH:14][N:15]=3)[N:12]=2)[CH:4]=[N:3]1.[Br:16]N1C(=O)CCC1=O.CCOC(C)=O, predict the reaction product. The product is: [Br:16][C:13]1[N:11]2[N:12]=[C:7]([C:5]3[CH:4]=[N:3][N:2]([CH3:1])[CH:6]=3)[CH:8]=[CH:9][C:10]2=[N:15][CH:14]=1. (2) Given the reactants [CH3:1][N:2]1[CH2:7][CH2:6][N:5]([C:8]2[N:13]=[CH:12][C:11]([NH2:14])=[C:10]([C:15]3[CH:20]=[CH:19][CH:18]=[CH:17][C:16]=3[CH3:21])[CH:9]=2)[CH2:4][CH2:3]1.[H-].[Al+3].[Li+].[H-].[H-].[H-].Cl.[OH-].[Na+].[CH:31](OC)(OC)OC, predict the reaction product. The product is: [CH3:31][NH:14][C:11]1[CH:12]=[N:13][C:8]([N:5]2[CH2:4][CH2:3][N:2]([CH3:1])[CH2:7][CH2:6]2)=[CH:9][C:10]=1[C:15]1[CH:20]=[CH:19][CH:18]=[CH:17][C:16]=1[CH3:21]. (3) Given the reactants [C:1]([C:3]1[CH:4]=[CH:5][C:6]([NH:23][C@@H:24]([CH3:27])[CH2:25][OH:26])=[C:7]([CH:22]=1)[C:8]([NH:10][CH2:11][C:12]1[CH:17]=[CH:16][C:15]([O:18][CH3:19])=[C:14]([O:20][CH3:21])[CH:13]=1)=[O:9])#[N:2].[CH3:28][S:29](Cl)(=[O:31])=[O:30], predict the reaction product. The product is: [C:1]([C:3]1[CH:4]=[CH:5][C:6]([NH:23][C@@H:24]([CH3:27])[CH2:25][O:26][S:29]([CH3:28])(=[O:31])=[O:30])=[C:7]([CH:22]=1)[C:8]([NH:10][CH2:11][C:12]1[CH:17]=[CH:16][C:15]([O:18][CH3:19])=[C:14]([O:20][CH3:21])[CH:13]=1)=[O:9])#[N:2]. (4) Given the reactants [Br-].[F:2][C:3]1[CH:4]=[C:5]2[C:9](=[C:10]([F:12])[CH:11]=1)[CH:8]([P+](C1C=CC=CC=1)(C1C=CC=CC=1)C1C=CC=CC=1)[O:7][C:6]2=[O:32].[CH3:33][N:34]1[C:38]([CH:39]=O)=[N:37][CH:36]=[N:35]1, predict the reaction product. The product is: [F:12][C:10]1[CH:11]=[C:3]([F:2])[CH:4]=[C:5]2[C:9]=1/[C:8](=[CH:39]/[C:38]1[N:34]([CH3:33])[N:35]=[CH:36][N:37]=1)/[O:7][C:6]2=[O:32]. (5) Given the reactants [CH:1](=[O:15])[CH2:2][CH2:3][CH2:4][CH2:5][CH2:6][CH2:7][CH2:8][CH2:9][CH2:10][CH2:11][CH2:12][CH2:13][CH3:14].[CH2:16]([Mg]Br)[CH2:17][CH2:18][CH:19]=[CH2:20], predict the reaction product. The product is: [CH2:16]=[CH:17][CH2:18][CH2:19][CH2:20][CH:1]([OH:15])[CH2:2][CH2:3][CH2:4][CH2:5][CH2:6][CH2:7][CH2:8][CH2:9][CH2:10][CH2:11][CH2:12][CH2:13][CH3:14]. (6) Given the reactants [F:1][C:2]([F:14])([F:13])[CH:3]([O:7][C:8](=[O:12])[C:9]([CH3:11])=[CH2:10])[C:4]([OH:6])=[O:5].C1CCC(N=C=NC2CCCCC2)CC1.[F:30][C:31]([F:35])([F:34])[CH2:32]O.Cl, predict the reaction product. The product is: [C:8]([O:7][CH:3]([C:4](=[O:6])[O:5][CH2:32][C:31]([F:35])([F:34])[F:30])[C:2]([F:13])([F:14])[F:1])(=[O:12])[C:9]([CH3:11])=[CH2:10]. (7) The product is: [CH3:19][C:2]1([CH3:20])[C:3](=[O:4])[NH:5][C:6]2[S:7][CH:8]=[CH:9][C:10]=2[C:11]([C:12]2[CH:17]=[CH:16][CH:15]=[CH:14][CH:13]=2)=[N:1]1. Given the reactants [NH2:1][C:2]([CH3:20])([CH3:19])[C:3]([NH:5][C:6]1[S:7][CH:8]=[CH:9][C:10]=1[C:11](=O)[C:12]1[CH:17]=[CH:16][CH:15]=[CH:14][CH:13]=1)=[O:4].C(O)(=O)C, predict the reaction product. (8) Given the reactants C([O:3][C:4]([C@:6]1([CH3:15])[CH2:8][C@H:7]1[C:9]1[CH:14]=[CH:13][CH:12]=[CH:11][CH:10]=1)=[O:5])C.O[Li].O.Cl, predict the reaction product. The product is: [CH3:15][C@@:6]1([C:4]([OH:5])=[O:3])[CH2:8][C@H:7]1[C:9]1[CH:10]=[CH:11][CH:12]=[CH:13][CH:14]=1.